The task is: Predict the product of the given reaction.. This data is from Forward reaction prediction with 1.9M reactions from USPTO patents (1976-2016). (1) Given the reactants [CH2:1]([N:3]([CH:24]1[CH2:29][CH2:28][O:27][CH2:26][CH2:25]1)[C:4]1[C:5]([CH3:23])=[C:6]([CH:11]=[C:12](B2OC(C)(C)C(C)(C)O2)[CH:13]=1)[C:7]([O:9][CH3:10])=[O:8])[CH3:2].Br[C:31]1[CH:32]=[CH:33][C:34]([CH2:37][N:38]2[CH2:43][CH2:42][CH:41]([OH:44])[CH2:40][CH2:39]2)=[N:35][CH:36]=1.C(=O)([O-])[O-].[Na+].[Na+], predict the reaction product. The product is: [CH2:1]([N:3]([CH:24]1[CH2:25][CH2:26][O:27][CH2:28][CH2:29]1)[C:4]1[C:5]([CH3:23])=[C:6]([CH:11]=[C:12]([C:31]2[CH:36]=[N:35][C:34]([CH2:37][N:38]3[CH2:39][CH2:40][CH:41]([OH:44])[CH2:42][CH2:43]3)=[CH:33][CH:32]=2)[CH:13]=1)[C:7]([O:9][CH3:10])=[O:8])[CH3:2]. (2) Given the reactants [Cl:1][C:2]1[CH:3]=[C:4]2[C:10]([CH:11]([C:13]3[CH:18]=[C:17]([O:19][CH3:20])[C:16]([O:21][CH2:22][C:23]4[N:27]([CH3:28])[C:26]5[CH:29]=[CH:30][CH:31]=[CH:32][C:25]=5[N:24]=4)=[CH:15][C:14]=3[F:33])O)=[CH:9][N:8]([Si](C(C)C)(C(C)C)C(C)C)[C:5]2=[N:6][CH:7]=1.C(#N)C.C([SiH](CC)CC)C.FC(F)(F)C(O)=O, predict the reaction product. The product is: [Cl:1][C:2]1[CH:3]=[C:4]2[C:10]([CH2:11][C:13]3[C:14]([F:33])=[CH:15][C:16]([O:21][CH2:22][C:23]4[N:27]([CH3:28])[C:26]5[CH:29]=[CH:30][CH:31]=[CH:32][C:25]=5[N:24]=4)=[C:17]([O:19][CH3:20])[CH:18]=3)=[CH:9][NH:8][C:5]2=[N:6][CH:7]=1.